From a dataset of Kir2.1 potassium channel HTS with 301,493 compounds. Binary Classification. Given a drug SMILES string, predict its activity (active/inactive) in a high-throughput screening assay against a specified biological target. (1) The drug is Clc1cc(NC(=S)NN2CCOCC2)ccc1F. The result is 0 (inactive). (2) The compound is O(CCCNc1nc2n(nnc2c2cc(ccc2)C)c2c1cccc2)C. The result is 0 (inactive). (3) The drug is S(=O)(=O)(N(CC(=O)NCc1ccccc1)c1c(OC)ccc(OC)c1)c1cc(OC)c(OC)cc1. The result is 0 (inactive).